Dataset: NCI-60 drug combinations with 297,098 pairs across 59 cell lines. Task: Regression. Given two drug SMILES strings and cell line genomic features, predict the synergy score measuring deviation from expected non-interaction effect. (1) Drug 1: CC1=C(C=C(C=C1)NC2=NC=CC(=N2)N(C)C3=CC4=NN(C(=C4C=C3)C)C)S(=O)(=O)N.Cl. Drug 2: C1=CN(C(=O)N=C1N)C2C(C(C(O2)CO)O)O.Cl. Cell line: ACHN. Synergy scores: CSS=47.1, Synergy_ZIP=-2.54, Synergy_Bliss=-4.23, Synergy_Loewe=-5.47, Synergy_HSA=-1.77. (2) Synergy scores: CSS=3.18, Synergy_ZIP=-0.596, Synergy_Bliss=0.237, Synergy_Loewe=-1.75, Synergy_HSA=-1.15. Drug 2: CC1=C(C=C(C=C1)C(=O)NC2=CC(=CC(=C2)C(F)(F)F)N3C=C(N=C3)C)NC4=NC=CC(=N4)C5=CN=CC=C5. Drug 1: COC1=C(C=C2C(=C1)N=CN=C2NC3=CC(=C(C=C3)F)Cl)OCCCN4CCOCC4. Cell line: SF-268. (3) Drug 1: CC1=CC2C(CCC3(C2CCC3(C(=O)C)OC(=O)C)C)C4(C1=CC(=O)CC4)C. Drug 2: C1CNP(=O)(OC1)N(CCCl)CCCl. Cell line: HL-60(TB). Synergy scores: CSS=-5.81, Synergy_ZIP=-1.11, Synergy_Bliss=-9.72, Synergy_Loewe=-12.6, Synergy_HSA=-12.4.